This data is from Forward reaction prediction with 1.9M reactions from USPTO patents (1976-2016). The task is: Predict the product of the given reaction. The product is: [Cl:1][C:2]1[CH:7]=[C:6]([Cl:8])[CH:5]=[CH:4][C:3]=1[C:9]1[CH:14]=[N:13][C:12]([C:21]#[C:20][Si:17]([CH3:19])([CH3:18])[CH3:16])=[CH:11][N:10]=1. Given the reactants [Cl:1][C:2]1[CH:7]=[C:6]([Cl:8])[CH:5]=[CH:4][C:3]=1[C:9]1[CH:14]=[N:13][C:12](I)=[CH:11][N:10]=1.[CH3:16][Si:17]([C:20]#[CH:21])([CH3:19])[CH3:18], predict the reaction product.